Dataset: Forward reaction prediction with 1.9M reactions from USPTO patents (1976-2016). Task: Predict the product of the given reaction. (1) Given the reactants [Cl:1][C:2]1[CH:7]=[CH:6][C:5](B(O)O)=[CH:4][C:3]=1[O:11][C:12]1[CH:17]=[CH:16][C:15]([C:18]([F:21])([F:20])[F:19])=[CH:14][N:13]=1.Br[CH:23]=[C:24]1[CH2:29][CH2:28][N:27]([C:30]([O:32][C:33]([CH3:36])([CH3:35])[CH3:34])=[O:31])[CH2:26][CH2:25]1.[O-]P([O-])([O-])=O.[K+].[K+].[K+], predict the reaction product. The product is: [Cl:1][C:2]1[CH:7]=[CH:6][C:5]([CH:23]=[C:24]2[CH2:29][CH2:28][N:27]([C:30]([O:32][C:33]([CH3:36])([CH3:35])[CH3:34])=[O:31])[CH2:26][CH2:25]2)=[CH:4][C:3]=1[O:11][C:12]1[CH:17]=[CH:16][C:15]([C:18]([F:21])([F:20])[F:19])=[CH:14][N:13]=1. (2) Given the reactants [C:1]1([OH:7])[CH:6]=[CH:5][CH:4]=[CH:3][CH:2]=1.[N+:8]([C:11]([CH3:16])([CH2:14][OH:15])[CH2:12][OH:13])([O-:10])=[O:9].[Na], predict the reaction product. The product is: [CH3:16][C:11]([N+:8]([O-:10])=[O:9])([CH2:14][OH:15])[CH2:12][OH:13].[C:1]1([OH:7])[CH:6]=[CH:5][CH:4]=[CH:3][CH:2]=1. (3) The product is: [F:1][C:2]1[CH:7]=[CH:6][C:5]([NH2:8])=[CH:4][C:3]=1[C:11]1[CH:16]=[C:15]([CH3:17])[CH:14]=[CH:13][N:12]=1. Given the reactants [F:1][C:2]1[CH:7]=[CH:6][C:5]([N+:8]([O-])=O)=[CH:4][C:3]=1[C:11]1[CH:16]=[C:15]([CH3:17])[CH:14]=[CH:13][N:12]=1, predict the reaction product. (4) The product is: [CH3:1][N:2]([CH3:20])[C:3]1[C:4]([C:22]2[CH:23]=[C:24]([CH:27]=[CH:28][C:29]=2[N:30]([CH3:32])[CH3:31])[CH:25]=[O:26])=[CH:5][C:6]2[C:7]([CH3:16])([CH3:15])[CH2:8][CH2:9][C:10]([CH3:14])([CH3:13])[C:11]=2[CH:12]=1. Given the reactants [CH3:1][N:2]([CH3:20])[C:3]1[C:4](B(O)O)=[CH:5][C:6]2[C:7]([CH3:16])([CH3:15])[CH2:8][CH2:9][C:10]([CH3:14])([CH3:13])[C:11]=2[CH:12]=1.Br[C:22]1[CH:23]=[C:24]([CH:27]=[CH:28][C:29]=1[N:30]([CH3:32])[CH3:31])[CH:25]=[O:26].C(=O)([O-])[O-].[K+].[K+], predict the reaction product. (5) Given the reactants Cl[C:2]1[N:7]=[N:6][C:5]([C:8]([N:10]2[CH2:15][CH2:14][N:13]([C:16]3[C:21]([CH3:22])=[CH:20][C:19]([CH3:23])=[CH:18][N:17]=3)[CH2:12][CH2:11]2)=[O:9])=[CH:4][CH:3]=1.[NH:24]1[CH2:28][CH2:27][CH2:26][C:25]1=[O:29], predict the reaction product. The product is: [CH3:22][C:21]1[C:16]([N:13]2[CH2:14][CH2:15][N:10]([C:8]([C:5]3[N:6]=[N:7][C:2]([N:24]4[CH2:28][CH2:27][CH2:26][C:25]4=[O:29])=[CH:3][CH:4]=3)=[O:9])[CH2:11][CH2:12]2)=[N:17][CH:18]=[C:19]([CH3:23])[CH:20]=1. (6) Given the reactants [C:1]([O:5][C:6](=[O:26])[NH:7][C@@H:8]([CH2:19][C:20]1[CH:25]=[CH:24][CH:23]=[CH:22][CH:21]=1)[C@H:9]([OH:18])[CH2:10][NH:11]OC1CCCC1)([CH3:4])([CH3:3])[CH3:2].[N+:27]([C:30]1[CH:31]=[C:32]([S:36](Cl)(=[O:38])=[O:37])[CH:33]=[CH:34][CH:35]=1)([O-:29])=[O:28].[CH2:40]1[CH2:44][O:43][CH2:42][CH2:41]1.[CH:45](N(C(C)C)CC)(C)C, predict the reaction product. The product is: [C:1]([O:5][C:6](=[O:26])[NH:7][C@@H:8]([CH2:19][C:20]1[CH:21]=[CH:22][CH:23]=[CH:24][CH:25]=1)[C@@H:9]([OH:18])[CH:10]([NH:11][S:36]([C:32]1[CH:33]=[CH:34][CH:35]=[C:30]([N+:27]([O-:29])=[O:28])[CH:31]=1)(=[O:38])=[O:37])[O:43][CH:44]1[CH2:40][CH2:41][CH2:42][CH2:45]1)([CH3:2])([CH3:3])[CH3:4]. (7) The product is: [Si:24]([O:31][CH2:32][C@@H:33]([O:35][NH:36][C:21]([C:11]1[C:12]2[O:20][CH:19]=[CH:18][C:13]=2[C:14](=[O:17])[N:15]([CH3:16])[C:10]=1[NH:9][C:3]1[CH:4]=[CH:5][C:6]([I:8])=[CH:7][C:2]=1[F:1])=[O:23])[CH3:34])([C:27]([CH3:29])([CH3:30])[CH3:28])([CH3:26])[CH3:25]. Given the reactants [F:1][C:2]1[CH:7]=[C:6]([I:8])[CH:5]=[CH:4][C:3]=1[NH:9][C:10]1[N:15]([CH3:16])[C:14](=[O:17])[C:13]2[CH:18]=[CH:19][O:20][C:12]=2[C:11]=1[C:21]([OH:23])=O.[Si:24]([O:31][CH2:32][C@@H:33]([O:35][NH2:36])[CH3:34])([C:27]([CH3:30])([CH3:29])[CH3:28])([CH3:26])[CH3:25], predict the reaction product. (8) Given the reactants [CH3:1][O:2][CH2:3][CH2:4][C:5]([OH:7])=O.C([NH:15][CH:16]1[CH2:21][CH2:20][NH:19][CH2:18][CH2:17]1)(OC(C)(C)C)=O.C(N(CC)C(C)C)(C)C.CCCP(=O)=O, predict the reaction product. The product is: [NH2:15][CH:16]1[CH2:21][CH2:20][N:19]([C:5](=[O:7])[CH2:4][CH2:3][O:2][CH3:1])[CH2:18][CH2:17]1. (9) The product is: [ClH:10].[NH2:1][CH2:2][C@H:3]([OH:7])[C:4]([O:6][CH3:12])=[O:5]. Given the reactants [NH2:1][CH2:2][C@H:3]([OH:7])[C:4]([OH:6])=[O:5].O=S(Cl)[Cl:10].[CH3:12]O, predict the reaction product. (10) Given the reactants [O:1]=[S:2]1(=[O:51])[CH2:7][CH2:6][N:5]([CH2:8][CH2:9][NH:10][C@:11]23[CH2:46][CH2:45][C@@H:44]([C:47]([OH:50])([CH3:49])[CH3:48])[C@@H:12]2[C@@H:13]2[C@@:26]([CH3:29])([CH2:27][CH2:28]3)[C@@:25]3([CH3:30])[C@@H:16]([C@:17]4([CH3:43])[C@@H:22]([CH2:23][CH2:24]3)[C:21]([CH3:32])([CH3:31])[C:20]([C:33]3[CH:42]=[CH:41][C:36]([C:37]([O:39]C)=[O:38])=[CH:35][CH:34]=3)=[CH:19][CH2:18]4)[CH2:15][CH2:14]2)[CH2:4][CH2:3]1.O.[OH-].[Li+].CO.C(O)(C(F)(F)F)=O, predict the reaction product. The product is: [O:51]=[S:2]1(=[O:1])[CH2:7][CH2:6][N:5]([CH2:8][CH2:9][NH:10][C@:11]23[CH2:46][CH2:45][C@@H:44]([C:47]([OH:50])([CH3:49])[CH3:48])[C@@H:12]2[C@@H:13]2[C@@:26]([CH3:29])([CH2:27][CH2:28]3)[C@@:25]3([CH3:30])[C@@H:16]([C@:17]4([CH3:43])[C@@H:22]([CH2:23][CH2:24]3)[C:21]([CH3:32])([CH3:31])[C:20]([C:33]3[CH:42]=[CH:41][C:36]([C:37]([OH:39])=[O:38])=[CH:35][CH:34]=3)=[CH:19][CH2:18]4)[CH2:15][CH2:14]2)[CH2:4][CH2:3]1.